Dataset: Reaction yield outcomes from USPTO patents with 853,638 reactions. Task: Predict the reaction yield, written as a fraction of the theoretical maximum amount of product (1.0 means a 100% yield; for example, 0.34 means a 34% yield). (1) The reactants are [F:1][C:2]([F:13])([F:12])[C:3]1[CH:8]=[CH:7][C:6](B(O)O)=[CH:5][CH:4]=1.P([O-])([O-])([O-])=O.[K+].[K+].[K+].O.[F:23][C:24]([F:35])([F:34])[C:25]1[CH:33]=[CH:32][C:28]([C:29](Cl)=[O:30])=[CH:27][CH:26]=1.C(=O)([O-])O.[Na+]. The catalyst is C1(C)C=CC=CC=1.Cl[Pd](Cl)([P](C1C=CC=CC=1)(C1C=CC=CC=1)C1C=CC=CC=1)[P](C1C=CC=CC=1)(C1C=CC=CC=1)C1C=CC=CC=1. The product is [F:1][C:2]([F:13])([F:12])[C:3]1[CH:8]=[CH:7][C:6]([C:29]([C:28]2[CH:27]=[CH:26][C:25]([C:24]([F:23])([F:34])[F:35])=[CH:33][CH:32]=2)=[O:30])=[CH:5][CH:4]=1. The yield is 0.810. (2) The reactants are Cl[C:2]1[N:7]=[CH:6][CH:5]=[CH:4][N:3]=1.[CH3:8][NH:9][CH2:10][CH2:11][OH:12]. No catalyst specified. The product is [CH3:8][N:9]([C:2]1[N:7]=[CH:6][CH:5]=[CH:4][N:3]=1)[CH2:10][CH2:11][OH:12]. The yield is 0.880. (3) The reactants are [Cl:1][C:2]1[C:7]([N:8](C)[C:9](=O)C(C)(C)C)=[CH:6][CH:5]=[C:4]([C:16]2[S:17][C:18]3[CH:24]=[C:23]([O:25]C)[CH:22]=[CH:21][C:19]=3[N:20]=2)[N:3]=1. The catalyst is Cl. The product is [Cl:1][C:2]1[N:3]=[C:4]([C:16]2[S:17][C:18]3[CH:24]=[C:23]([OH:25])[CH:22]=[CH:21][C:19]=3[N:20]=2)[CH:5]=[CH:6][C:7]=1[NH:8][CH3:9]. The yield is 0.340. (4) The reactants are [CH2:1]([O:3][C:4]([C:6]1([NH:11][C:12]([CH:14]2[CH2:18][CH:17]([O:19][C:20]3[C:29]4[C:24](=[C:25]([CH3:32])[C:26]([O:30][CH3:31])=[CH:27][CH:28]=4)[N:23]=[C:22]([C:33]4[CH:38]=[CH:37][CH:36]=[C:35]([CH:39]([CH3:41])[CH3:40])[N:34]=4)[CH:21]=3)[CH2:16][CH:15]2[C:42](=[O:51])[N:43]([CH2:45][CH2:46][CH2:47][CH2:48]C=C)[CH3:44])=[O:13])[CH2:8][CH:7]1[CH:9]=[CH2:10])=[O:5])[CH3:2]. The catalyst is ClCCCl. The product is [CH2:1]([O:3][C:4]([C:6]12[CH2:8][CH:7]1[CH:9]=[CH:10][CH2:48][CH2:47][CH2:46][CH2:45][N:43]([CH3:44])[C:42](=[O:51])[CH:15]1[CH:14]([CH2:18][CH:17]([O:19][C:20]3[C:29]4[C:24](=[C:25]([CH3:32])[C:26]([O:30][CH3:31])=[CH:27][CH:28]=4)[N:23]=[C:22]([C:33]4[CH:38]=[CH:37][CH:36]=[C:35]([CH:39]([CH3:40])[CH3:41])[N:34]=4)[CH:21]=3)[CH2:16]1)[C:12](=[O:13])[NH:11]2)=[O:5])[CH3:2]. The yield is 0.660. (5) The reactants are [NH2:1][C:2]1[CH2:6][CH2:5][C@@H:4]([CH3:7])[C:3]=1[C:8]([O:10]CC)=O.C([O-])=O.[NH4+].[CH:17]([NH2:19])=O. No catalyst specified. The product is [CH3:7][C@H:4]1[C:3]2[C:8]([OH:10])=[N:19][CH:17]=[N:1][C:2]=2[CH2:6][CH2:5]1. The yield is 0.650. (6) The reactants are [CH3:1][N:2]([CH3:33])[CH2:3][CH2:4][CH2:5][N:6]1[CH2:11][CH2:10][CH:9]([C:12]2[CH:17]=[CH:16][C:15]([NH:18]/[CH:19]=[C:20]3\[C:21](=[O:32])[NH:22][C:23](=[O:31])[C:24]4[C:29]\3=[CH:28][C:27]([I:30])=[CH:26][CH:25]=4)=[CH:14][CH:13]=2)[CH2:8][CH2:7]1.BrC1C=C2C(=CC=1)[C:41](=[O:45])NC(=O)C2=CNC1C=CC(N2CC(C)NC(C)C2)=CC=1. No catalyst specified. The product is [I:30][C:27]1[CH:28]=[C:29]2[C:24](=[CH:25][CH:26]=1)[C:23](=[O:31])[NH:22][C:21](=[O:32])/[C:20]/2=[CH:19]/[O:45][CH3:41].[CH3:33][N:2]([CH3:1])[CH2:3][CH2:4][CH2:5][N:6]1[CH2:7][CH2:8][CH:9]([C:12]2[CH:17]=[CH:16][C:15]([NH2:18])=[CH:14][CH:13]=2)[CH2:10][CH2:11]1. The yield is 0.731. (7) The reactants are [Br:1][C:2]1[CH:3]=[CH:4][C:5]([NH2:8])=[N:6][CH:7]=1.[H-].[Na+].[H][H].Cl[CH2:14][CH2:15][O:16][CH3:17]. The catalyst is CN(C=O)C. The product is [Br:1][C:2]1[CH:3]=[CH:4][C:5]([NH:8][CH2:14][CH2:15][O:16][CH3:17])=[N:6][CH:7]=1. The yield is 0.530. (8) The reactants are [CH3:1][N:2]1[CH2:7][CH2:6][N:5]([C:8]2[N:13]=[CH:12][C:11]([C:14]3[C:22]4[C:17](=[CH:18][C:19]([CH:23]=O)=[CH:20][CH:21]=4)[NH:16][N:15]=3)=[CH:10][N:9]=2)[CH2:4][CH2:3]1.[CH3:25][O:26][C:27]1[CH:28]=[C:29]2[C:33](=[CH:34][CH:35]=1)[NH:32][C:31](=[O:36])[CH2:30]2.N1CCCCC1. The catalyst is CO. The product is [CH3:25][O:26][C:27]1[CH:28]=[C:29]2[C:33](=[CH:34][CH:35]=1)[NH:32][C:31](=[O:36])/[C:30]/2=[CH:23]/[C:19]1[CH:18]=[C:17]2[C:22]([C:14]([C:11]3[CH:12]=[N:13][C:8]([N:5]4[CH2:4][CH2:3][N:2]([CH3:1])[CH2:7][CH2:6]4)=[N:9][CH:10]=3)=[N:15][NH:16]2)=[CH:21][CH:20]=1. The yield is 0.260. (9) The reactants are [OH-].[Na+].C([NH:6][C:7]1[CH:15]=[C:14]([Cl:16])[C:13]([CH3:17])=[CH:12][C:8]=1[C:9]([OH:11])=[O:10])(=O)C.Cl. The catalyst is O. The product is [NH2:6][C:7]1[CH:15]=[C:14]([Cl:16])[C:13]([CH3:17])=[CH:12][C:8]=1[C:9]([OH:11])=[O:10]. The yield is 0.910. (10) The reactants are [F:1][C:2]1[CH:27]=[CH:26][C:5]([CH2:6][C:7]2[NH:11][N:10]=[C:9]([C:12]3[N:13]=[N:14][N:15]([CH2:17][C:18]4[CH:23]=[CH:22][C:21]([O:24][CH3:25])=[CH:20][CH:19]=4)[CH:16]=3)[CH:8]=2)=[CH:4][CH:3]=1.[H-].[Na+].Br[CH2:31][C:32]([O:34][C:35]([CH3:38])([CH3:37])[CH3:36])=[O:33]. The catalyst is C1COCC1. The product is [F:1][C:2]1[CH:3]=[CH:4][C:5]([CH2:6][C:7]2[N:11]([CH2:31][C:32]([O:34][C:35]([CH3:38])([CH3:37])[CH3:36])=[O:33])[N:10]=[C:9]([C:12]3[N:13]=[N:14][N:15]([CH2:17][C:18]4[CH:23]=[CH:22][C:21]([O:24][CH3:25])=[CH:20][CH:19]=4)[CH:16]=3)[CH:8]=2)=[CH:26][CH:27]=1. The yield is 0.760.